From a dataset of Forward reaction prediction with 1.9M reactions from USPTO patents (1976-2016). Predict the product of the given reaction. (1) Given the reactants Br[C:2]1[N:3]=[C:4]([NH:10][C:11]2[CH:12]=[N:13][N:14]([CH:16]3[CH2:18][CH2:17]3)[CH:15]=2)[C:5](=[O:9])[N:6]([CH3:8])[CH:7]=1.C([O:22][CH2:23][C:24]1[C:29](B2OC(C)(C)C(C)(C)O2)=[CH:28][CH:27]=[CH:26][C:25]=1[N:39]1[CH2:47][C:46]2[C:41](=[CH:42][CH:43]=[C:44]([C:48]([CH3:51])([CH3:50])[CH3:49])[CH:45]=2)[C:40]1=[O:52])(=O)C, predict the reaction product. The product is: [C:48]([C:44]1[CH:45]=[C:46]2[C:41](=[CH:42][CH:43]=1)[C:40](=[O:52])[N:39]([C:25]1[CH:26]=[CH:27][CH:28]=[C:29]([C:2]3[N:3]=[C:4]([NH:10][C:11]4[CH:12]=[N:13][N:14]([CH:16]5[CH2:18][CH2:17]5)[CH:15]=4)[C:5](=[O:9])[N:6]([CH3:8])[CH:7]=3)[C:24]=1[CH2:23][OH:22])[CH2:47]2)([CH3:51])([CH3:49])[CH3:50]. (2) Given the reactants [CH2:1]=[C:2]([CH2:13][CH2:14][C:15]([O:17]CC1C=CC=CC=1)=[O:16])[C:3]([O:5]CC1C=CC=CC=1)=[O:4].[CH2:25]([SH:32])[C:26]1[CH:31]=[CH:30][CH:29]=[CH:28][CH:27]=1.CC(C)=[O:35], predict the reaction product. The product is: [CH2:25]([S:32]([CH2:1][CH:2]([CH2:13][CH2:14][C:15]([OH:17])=[O:16])[C:3]([OH:5])=[O:4])=[O:35])[C:26]1[CH:31]=[CH:30][CH:29]=[CH:28][CH:27]=1. (3) The product is: [CH2:1]([N:8]1[CH2:13][CH2:12][NH:11][C:10]2[N:14]=[CH:15][C:16]([C:18]3[CH:19]=[CH:20][C:21]([C:22]([N:31]4[CH2:32][CH2:33][N:28]([CH3:27])[CH2:29][CH2:30]4)=[O:24])=[CH:25][CH:26]=3)=[CH:17][C:9]1=2)[C:2]1[CH:3]=[CH:4][CH:5]=[CH:6][CH:7]=1. Given the reactants [CH2:1]([N:8]1[CH2:13][CH2:12][NH:11][C:10]2[N:14]=[CH:15][C:16]([C:18]3[CH:26]=[CH:25][C:21]([C:22]([OH:24])=O)=[CH:20][CH:19]=3)=[CH:17][C:9]1=2)[C:2]1[CH:7]=[CH:6][CH:5]=[CH:4][CH:3]=1.[CH3:27][N:28]1[CH2:33][CH2:32][NH:31][CH2:30][CH2:29]1, predict the reaction product. (4) Given the reactants [CH2:1]([C:4]1[C:13]2[O:12][CH2:11][C:10](=S)[NH:9][C:8]=2[CH:7]=[CH:6][CH:5]=1)[CH:2]=[CH2:3].O.[NH2:16][NH2:17], predict the reaction product. The product is: [CH2:1]([C:4]1[C:13]2[O:12][CH2:11]/[C:10](=[N:16]\[NH2:17])/[NH:9][C:8]=2[CH:7]=[CH:6][CH:5]=1)[CH:2]=[CH2:3].